From a dataset of Full USPTO retrosynthesis dataset with 1.9M reactions from patents (1976-2016). Predict the reactants needed to synthesize the given product. Given the product [N:1]1([C:7]2[CH:12]=[C:11]3[NH:13][CH2:14][C:15]4([CH2:20][CH2:19][S:18](=[O:21])(=[O:22])[CH2:17][CH2:16]4)[C:10]3=[CH:9][CH:8]=2)[CH2:6][CH2:5][O:4][CH2:3][CH2:2]1, predict the reactants needed to synthesize it. The reactants are: [N:1]1([C:7]2[CH:12]=[C:11]3[N:13](C(OC(C)(C)C)=O)[CH2:14][C:15]4([CH2:20][CH2:19][S:18](=[O:22])(=[O:21])[CH2:17][CH2:16]4)[C:10]3=[CH:9][CH:8]=2)[CH2:6][CH2:5][O:4][CH2:3][CH2:2]1.C(O)(C(F)(F)F)=O.